This data is from Forward reaction prediction with 1.9M reactions from USPTO patents (1976-2016). The task is: Predict the product of the given reaction. Given the reactants CC(OC([CH:8]1[S:12][CH2:11][CH:10]([C:13]([OH:15])=O)[NH:9]1)=O)(C)C.[CH2:16](OC(Cl)=O)[CH:17]([CH3:19])[CH3:18].CN1CC[O:28]CC1.[C:31]([C:33]1[CH:34]=[C:35]([CH:40]=[CH:41][CH:42]=1)[C:36]([NH:38]O)=[NH:37])#[N:32].CN([CH:46]=[O:47])C, predict the reaction product. The product is: [C:17]([O:28][C:46]([N:9]1[C@@H:10]([C:13]2[O:15][N:38]=[C:36]([C:35]3[CH:40]=[CH:41][CH:42]=[C:33]([C:31]#[N:32])[CH:34]=3)[N:37]=2)[CH2:11][S:12][CH2:8]1)=[O:47])([CH3:19])([CH3:18])[CH3:16].